From a dataset of Full USPTO retrosynthesis dataset with 1.9M reactions from patents (1976-2016). Predict the reactants needed to synthesize the given product. The reactants are: [Na+].[I-].C([O-])([O-])=O.[K+].[K+].[CH2:9]([CH:13]1[CH2:18][CH2:17][NH:16][CH2:15][CH2:14]1)[CH2:10][CH2:11][CH3:12].Cl[CH2:20][CH2:21][CH2:22][N:23]1[C:28]2[CH:29]=[CH:30][CH:31]=[CH:32][C:27]=2[S:26][CH2:25][C:24]1=[O:33]. Given the product [CH2:9]([CH:13]1[CH2:18][CH2:17][N:16]([CH2:20][CH2:21][CH2:22][N:23]2[C:28]3[CH:29]=[CH:30][CH:31]=[CH:32][C:27]=3[S:26][CH2:25][C:24]2=[O:33])[CH2:15][CH2:14]1)[CH2:10][CH2:11][CH3:12], predict the reactants needed to synthesize it.